Dataset: NCI-60 drug combinations with 297,098 pairs across 59 cell lines. Task: Regression. Given two drug SMILES strings and cell line genomic features, predict the synergy score measuring deviation from expected non-interaction effect. (1) Drug 1: C1=NC2=C(N1)C(=S)N=C(N2)N. Drug 2: CC1C(C(=O)NC(C(=O)N2CCCC2C(=O)N(CC(=O)N(C(C(=O)O1)C(C)C)C)C)C(C)C)NC(=O)C3=C4C(=C(C=C3)C)OC5=C(C(=O)C(=C(C5=N4)C(=O)NC6C(OC(=O)C(N(C(=O)CN(C(=O)C7CCCN7C(=O)C(NC6=O)C(C)C)C)C)C(C)C)C)N)C. Cell line: CCRF-CEM. Synergy scores: CSS=49.6, Synergy_ZIP=2.50, Synergy_Bliss=2.74, Synergy_Loewe=4.27, Synergy_HSA=3.84. (2) Drug 1: CS(=O)(=O)CCNCC1=CC=C(O1)C2=CC3=C(C=C2)N=CN=C3NC4=CC(=C(C=C4)OCC5=CC(=CC=C5)F)Cl. Drug 2: CC(C)(C#N)C1=CC=C(C=C1)N2C3=C4C=C(C=CC4=NC=C3N(C2=O)C)C5=CC6=CC=CC=C6N=C5. Cell line: UACC62. Synergy scores: CSS=66.2, Synergy_ZIP=8.60, Synergy_Bliss=8.79, Synergy_Loewe=9.28, Synergy_HSA=11.8.